Dataset: Catalyst prediction with 721,799 reactions and 888 catalyst types from USPTO. Task: Predict which catalyst facilitates the given reaction. (1) Reactant: FC(F)(F)C(O)=O.[CH3:8][O:9][C:10]([CH:12]1[N:17]([C:18](=[O:28])[CH:19]=[CH:20][C:21]2[CH:26]=[CH:25][CH:24]=[C:23]([Cl:27])[CH:22]=2)[CH2:16][CH2:15][N:14](C(OC(C)(C)C)=O)[CH2:13]1)=[O:11]. Product: [CH3:8][O:9][C:10]([CH:12]1[CH2:13][NH:14][CH2:15][CH2:16][N:17]1[C:18](=[O:28])[CH:19]=[CH:20][C:21]1[CH:26]=[CH:25][CH:24]=[C:23]([Cl:27])[CH:22]=1)=[O:11]. The catalyst class is: 4. (2) Reactant: C([O-])([O-])=O.[K+].[K+].[N+:7]([C:10]1[CH:18]=[C:17]2[C:13]([CH:14]=[CH:15][NH:16]2)=[CH:12][CH:11]=1)([O-])=O.Cl.Cl[CH2:21][CH2:22][N:23]1[CH2:28][CH2:27][O:26][CH2:25][CH2:24]1. Product: [N:23]1([CH2:22][CH2:21][N:16]2[C:17]3[C:13](=[CH:12][CH:11]=[C:10]([NH2:7])[CH:18]=3)[CH:14]=[CH:15]2)[CH2:28][CH2:27][O:26][CH2:25][CH2:24]1. The catalyst class is: 23. (3) Reactant: [NH2:1][C:2]1[CH:7]=[CH:6][C:5]([C:8]2[C:9]([C:13]([O:15]CC)=O)=[CH:10][NH:11][CH:12]=2)=[CH:4][CH:3]=1.[OH-].[NH4+:19]. Product: [NH2:1][C:2]1[CH:7]=[CH:6][C:5]([C:8]2[C:9]([C:13]([NH2:19])=[O:15])=[CH:10][NH:11][CH:12]=2)=[CH:4][CH:3]=1. The catalyst class is: 27. (4) Reactant: BrBr.[C:3]([NH:11][C:12]1[CH:17]=[C:16]([CH2:18][C:19]([C:21]2[CH:26]=[C:25]([CH3:27])[CH:24]=[C:23]([CH3:28])[CH:22]=2)=O)[CH:15]=[CH:14][N:13]=1)(=[O:10])[C:4]1[CH:9]=[CH:8][CH:7]=[CH:6][CH:5]=1.[NH2:29][C:30]([NH2:32])=[S:31].C(N(CC)CC)C.C(=O)([O-])O.[Na+]. Product: [NH2:32][C:30]1[S:31][C:18]([C:16]2[CH:15]=[CH:14][N:13]=[C:12]([NH:11][C:3](=[O:10])[C:4]3[CH:9]=[CH:8][CH:7]=[CH:6][CH:5]=3)[CH:17]=2)=[C:19]([C:21]2[CH:26]=[C:25]([CH3:27])[CH:24]=[C:23]([CH3:28])[CH:22]=2)[N:29]=1. The catalyst class is: 15. (5) Reactant: [Cl:1][C:2]1[CH:15]=[CH:14][CH:13]=[C:12]([Cl:16])[C:3]=1[CH2:4][N:5]1[C:9]([CH2:10]O)=[CH:8][N:7]=[CH:6]1.C(N(CC)CC)C.S(Cl)([Cl:26])=O. Product: [Cl:26][CH2:10][C:9]1[N:5]([CH2:4][C:3]2[C:2]([Cl:1])=[CH:15][CH:14]=[CH:13][C:12]=2[Cl:16])[CH:6]=[N:7][CH:8]=1. The catalyst class is: 11.